From a dataset of Catalyst prediction with 721,799 reactions and 888 catalyst types from USPTO. Predict which catalyst facilitates the given reaction. (1) Reactant: [O:1]1[C:5]2[CH:6]=[CH:7][C:8]([C:10](=O)[CH2:11][C:12]([O:14]C)=O)=[CH:9][C:4]=2[CH:3]=[CH:2]1.[C:17]1([C:23]2[CH:24]=[N:25][NH:26][C:27]=2[NH2:28])[CH:22]=[CH:21][CH:20]=[CH:19][CH:18]=1. Product: [O:1]1[C:5]2[CH:6]=[CH:7][C:8]([C:10]3[NH:28][C:27]4[N:26]([N:25]=[CH:24][C:23]=4[C:17]4[CH:22]=[CH:21][CH:20]=[CH:19][CH:18]=4)[C:12](=[O:14])[CH:11]=3)=[CH:9][C:4]=2[CH:3]=[CH:2]1. The catalyst class is: 15. (2) Reactant: [N:1]1[CH:6]=[CH:5][CH:4]=[C:3]([NH:7][C:8](=[O:14])[O:9][C:10]([CH3:13])([CH3:12])[CH3:11])[CH:2]=1.[OH-].[Na+]. Product: [NH:1]1[CH2:6][CH2:5][CH2:4][CH:3]([NH:7][C:8](=[O:14])[O:9][C:10]([CH3:12])([CH3:11])[CH3:13])[CH2:2]1. The catalyst class is: 51. (3) Reactant: Br[C:2]1[C:3]([Cl:18])=[C:4]([NH:10][C:11](=[O:17])[O:12][C:13]([CH3:16])([CH3:15])[CH3:14])[CH:5]=[C:6]([C:8]#[N:9])[CH:7]=1.[N:19]1([C:28]([O:30][C:31]([CH3:34])([CH3:33])[CH3:32])=[O:29])[CH:27]2[CH:22]([CH2:23][NH:24][CH2:25][CH2:26]2)[CH2:21][CH2:20]1.C1C=CC(P(C2C(C3C(P(C4C=CC=CC=4)C4C=CC=CC=4)=CC=C4C=3C=CC=C4)=C3C(C=CC=C3)=CC=2)C2C=CC=CC=2)=CC=1.C(=O)([O-])[O-].[Cs+].[Cs+]. Product: [C:13]([O:12][C:11]([NH:10][C:4]1[C:3]([Cl:18])=[C:2]([N:24]2[CH2:25][CH2:26][CH:27]3[N:19]([C:28]([O:30][C:31]([CH3:34])([CH3:33])[CH3:32])=[O:29])[CH2:20][CH2:21][CH:22]3[CH2:23]2)[CH:7]=[C:6]([C:8]#[N:9])[CH:5]=1)=[O:17])([CH3:16])([CH3:15])[CH3:14]. The catalyst class is: 62.